This data is from CYP2C9 substrate classification data from Carbon-Mangels et al.. The task is: Regression/Classification. Given a drug SMILES string, predict its absorption, distribution, metabolism, or excretion properties. Task type varies by dataset: regression for continuous measurements (e.g., permeability, clearance, half-life) or binary classification for categorical outcomes (e.g., BBB penetration, CYP inhibition). Dataset: cyp2c9_substrate_carbonmangels. (1) The compound is COc1cc(C(C)=O)ccc1OCCCN1CCC(c2noc3cc(F)ccc23)CC1. The result is 0 (non-substrate). (2) The drug is CCN(CC)C(=S)SSC(=S)N(CC)CC. The result is 0 (non-substrate). (3) The compound is CCCCN1CCCC[C@H]1C(=O)Nc1c(C)cccc1C. The result is 0 (non-substrate). (4) The molecule is C[C@H]1CCN(C(=O)[C@H](CCCN=C(N)N)NS(=O)(=O)c2ccc3c(c2)C[C@@H](C)CN3)[C@@H](C(=O)O)C1. The result is 0 (non-substrate). (5) The drug is COc1ccc2c3c1O[C@H]1[C@@H](O)C=C[C@H]4[C@@H](C2)NCC[C@]314. The result is 0 (non-substrate). (6) The drug is CC(C)NC[C@H](O)COc1ccc(CCOCC2CC2)cc1. The result is 0 (non-substrate). (7) The molecule is C[C@H]1COc2c(N3CCN(C)CC3)c(F)cc3c(=O)c(C(=O)O)cn1c23. The result is 0 (non-substrate).